This data is from Full USPTO retrosynthesis dataset with 1.9M reactions from patents (1976-2016). The task is: Predict the reactants needed to synthesize the given product. (1) Given the product [C:7]([O:11][C:12]([NH:14][CH2:15][CH:16]1[CH2:17][CH2:18][CH:19]([NH:14][C:12](=[O:11])[O:5][CH2:1][C:2]2[CH:20]=[CH:21][CH:16]=[CH:17][CH:18]=2)[CH2:20][CH2:21]1)=[O:13])([CH3:8])([CH3:9])[CH3:10], predict the reactants needed to synthesize it. The reactants are: [C:1](Cl)(=[O:5])[C:2](Cl)=O.[C:7]([O:11][C:12]([NH:14][CH2:15][CH:16]1[CH2:21][CH2:20][CH:19](C(O)=O)[CH2:18][CH2:17]1)=[O:13])([CH3:10])([CH3:9])[CH3:8].[N-]=[N+]=[N-].[Na+]. (2) Given the product [CH2:1]([C:3]1[CH:4]=[C:5]2[C:10](=[CH:11][C:12]=1[OH:13])[O:9][C:8]([C:14]([OH:16])=[O:15])=[C:7]([C:18]1[CH:19]=[CH:20][C:21]([O:24][CH3:25])=[CH:22][CH:23]=1)[C:6]2=[O:26])[CH3:2], predict the reactants needed to synthesize it. The reactants are: [CH2:1]([C:3]1[CH:4]=[C:5]2[C:10](=[CH:11][C:12]=1[OH:13])[O:9][C:8]([C:14]([O:16]C)=[O:15])=[C:7]([C:18]1[CH:23]=[CH:22][C:21]([O:24][CH3:25])=[CH:20][CH:19]=1)[C:6]2=[O:26])[CH3:2].[OH-].[Na+].Cl. (3) Given the product [C:1]([O:5][C:6]([N:8]1[CH2:13][CH2:12][CH:11]([O:14][C:15]2[C:24]3[C:19](=[CH:20][CH:21]=[C:22](/[CH:25]=[C:30]4/[C:31](=[O:33])[N:32]=[C:28]([NH2:27])[S:29]/4)[CH:23]=3)[N:18]=[CH:17][CH:16]=2)[CH2:10][CH2:9]1)=[O:7])([CH3:4])([CH3:3])[CH3:2], predict the reactants needed to synthesize it. The reactants are: [C:1]([O:5][C:6]([N:8]1[CH2:13][CH2:12][CH:11]([O:14][C:15]2[C:24]3[C:19](=[CH:20][CH:21]=[C:22]([CH:25]=O)[CH:23]=3)[N:18]=[CH:17][CH:16]=2)[CH2:10][CH2:9]1)=[O:7])([CH3:4])([CH3:3])[CH3:2].[NH2:27][C:28]1[S:29][CH2:30][C:31](=[O:33])[N:32]=1.C([O-])(=O)C.[Na+]. (4) The reactants are: [F:1][C:2]1([F:17])[O:6][C:5]2[CH:7]=[CH:8][C:9]([O:13][CH2:14][O:15][CH3:16])=[C:10]([CH:11]=[O:12])[C:4]=2[O:3]1.[OH-:18].[Na+]. Given the product [F:17][C:2]1([F:1])[O:6][C:5]2[CH:7]=[CH:8][C:9]([O:13][CH2:14][O:15][CH3:16])=[C:10]([C:11]([OH:18])=[O:12])[C:4]=2[O:3]1, predict the reactants needed to synthesize it.